This data is from Peptide-MHC class II binding affinity with 134,281 pairs from IEDB. The task is: Regression. Given a peptide amino acid sequence and an MHC pseudo amino acid sequence, predict their binding affinity value. This is MHC class II binding data. (1) The peptide sequence is SEFENDEHIILYLVN. The MHC is DRB1_1501 with pseudo-sequence DRB1_1501. The binding affinity (normalized) is 0.532. (2) The peptide sequence is WFINWYLPISQLFYN. The MHC is HLA-DQA10101-DQB10501 with pseudo-sequence HLA-DQA10101-DQB10501. The binding affinity (normalized) is 0.491. (3) The peptide sequence is MFIRNCARKVFNDIK. The MHC is DRB4_0101 with pseudo-sequence DRB4_0103. The binding affinity (normalized) is 0.566. (4) The peptide sequence is IKGTAPFETHANRIV. The MHC is DRB3_0202 with pseudo-sequence DRB3_0202. The binding affinity (normalized) is 0.108.